Dataset: Forward reaction prediction with 1.9M reactions from USPTO patents (1976-2016). Task: Predict the product of the given reaction. (1) Given the reactants [CH3:1][N:2]([CH3:8])[C@H:3]1[CH2:7][CH2:6][NH:5][CH2:4]1.[Br:9][C:10]1[CH:11]=[CH:12][C:13](F)=[N:14][CH:15]=1.C(=O)([O-])[O-].[K+].[K+], predict the reaction product. The product is: [Br:9][C:10]1[CH:11]=[CH:12][C:13]([N:5]2[CH2:6][CH2:7][C@H:3]([N:2]([CH3:8])[CH3:1])[CH2:4]2)=[N:14][CH:15]=1. (2) Given the reactants CC1(C)[O:7][CH2:6][C:5]([NH:27]C(=O)OC(C)(C)C)([CH2:8][N:9]2[CH2:18][CH2:17][C:16]3[C:11](=[CH:12][CH:13]=[C:14]([CH2:19][CH2:20][CH2:21][CH2:22][CH2:23][CH2:24][CH2:25][CH3:26])[CH:15]=3)[CH2:10]2)[CH2:4][O:3]1.CC1(C)OCC(NC(=O)OC(C)(C)C)(CN2CC3C(=CC=C(CCCCCCCC)C=3)C2)CO1, predict the reaction product. The product is: [NH2:27][C:5]([CH2:8][N:9]1[CH2:18][CH2:17][C:16]2[C:11](=[CH:12][CH:13]=[C:14]([CH2:19][CH2:20][CH2:21][CH2:22][CH2:23][CH2:24][CH2:25][CH3:26])[CH:15]=2)[CH2:10]1)([CH2:6][OH:7])[CH2:4][OH:3]. (3) Given the reactants [NH2:1][C:2]1[N:7]=[C:6](Br)[C:5]([C:9]#[N:10])=[C:4]([S:11][CH3:12])[N:3]=1.[Cl:13][C:14]1[CH:15]=[N:16][NH:17][CH:18]=1.C(=O)([O-])[O-].[Cs+].[Cs+], predict the reaction product. The product is: [NH2:1][C:2]1[N:7]=[C:6]([N:16]2[CH:15]=[C:14]([Cl:13])[CH:18]=[N:17]2)[C:5]([C:9]#[N:10])=[C:4]([S:11][CH3:12])[N:3]=1. (4) Given the reactants [CH3:1][NH:2][C@@H:3]([C:10]1[CH:15]=[CH:14][CH:13]=[CH:12][CH:11]=1)[CH2:4][N:5]1[CH2:9][CH2:8][CH2:7][CH2:6]1.C(N(C(C)C)CC)(C)C.[C:25](Cl)([O:27][CH2:28][CH:29]1[C:41]2[C:36](=[CH:37][CH:38]=[CH:39][CH:40]=2)[C:35]2[C:30]1=[CH:31][CH:32]=[CH:33][CH:34]=2)=[O:26], predict the reaction product. The product is: [CH3:1][N:2]([C@@H:3]([C:10]1[CH:15]=[CH:14][CH:13]=[CH:12][CH:11]=1)[CH2:4][N:5]1[CH2:6][CH2:7][CH2:8][CH2:9]1)[C:25](=[O:26])[O:27][CH2:28][CH:29]1[C:41]2[CH:40]=[CH:39][CH:38]=[CH:37][C:36]=2[C:35]2[C:30]1=[CH:31][CH:32]=[CH:33][CH:34]=2.